Dataset: Full USPTO retrosynthesis dataset with 1.9M reactions from patents (1976-2016). Task: Predict the reactants needed to synthesize the given product. (1) Given the product [CH2:1]([N:8]1[CH:13]2[CH2:14][CH2:15][CH:9]1[CH2:10][N:11]([C:25](=[O:26])[C:24]([F:35])([F:34])[F:23])[CH2:12]2)[C:2]1[CH:3]=[CH:4][CH:5]=[CH:6][CH:7]=1, predict the reactants needed to synthesize it. The reactants are: [CH2:1]([N:8]1[CH:13]2[CH2:14][CH2:15][CH:9]1[CH2:10][NH:11][CH2:12]2)[C:2]1[CH:7]=[CH:6][CH:5]=[CH:4][CH:3]=1.CCN(CC)CC.[F:23][C:24]([F:35])([F:34])[C:25](O[C:25](=[O:26])[C:24]([F:35])([F:34])[F:23])=[O:26]. (2) The reactants are: [CH3:1][N:2]1[CH2:7][CH2:6][N:5]([C:8]2[CH:9]=[CH:10][C:11]([N+:18]([O-])=O)=[C:12]([CH2:14][C:15]([NH2:17])=[O:16])[CH:13]=2)[CH2:4][CH2:3]1. Given the product [NH2:18][C:11]1[CH:10]=[CH:9][C:8]([N:5]2[CH2:6][CH2:7][N:2]([CH3:1])[CH2:3][CH2:4]2)=[CH:13][C:12]=1[CH2:14][C:15]([NH2:17])=[O:16], predict the reactants needed to synthesize it. (3) Given the product [O:26]=[S:21]1(=[O:25])[CH2:22][CH2:23][CH2:24][N:18]([C:14]2[C:15]([F:17])=[CH:16][C:11]([N:7]3[CH2:6][CH:5]([C:3]([NH2:28])=[O:4])[O:9][C:8]3=[O:10])=[CH:12][C:13]=2[F:27])[CH2:19][CH2:20]1, predict the reactants needed to synthesize it. The reactants are: CO[C:3]([CH:5]1[O:9][C:8](=[O:10])[N:7]([C:11]2[CH:16]=[C:15]([F:17])[C:14]([N:18]3[CH2:24][CH2:23][CH2:22][S:21](=[O:26])(=[O:25])[CH2:20][CH2:19]3)=[C:13]([F:27])[CH:12]=2)[CH2:6]1)=[O:4].[NH3:28]. (4) Given the product [F:1][C:2]1[CH:7]=[CH:6][C:5]([CH2:8][CH2:9][NH2:10])=[CH:4][C:3]=1[O:11][CH2:12][C:13]([F:14])([F:16])[F:15], predict the reactants needed to synthesize it. The reactants are: [F:1][C:2]1[CH:7]=[CH:6][C:5]([CH2:8][C:9]#[N:10])=[CH:4][C:3]=1[O:11][CH2:12][C:13]([F:16])([F:15])[F:14].[NH4+].[OH-]. (5) Given the product [Cl:1][C:2]1[N:3]=[C:4]([N:13]2[CH2:18][CH2:17][O:16][CH2:15][CH2:14]2)[C:5]2[N:11]=[C:10]([C:25]3[C:20]([F:19])=[C:21]([NH:35][S:36]([CH2:39][CH2:40][CH3:41])(=[O:37])=[O:38])[CH:22]=[CH:23][CH:24]=3)[CH:9]=[CH:8][C:6]=2[N:7]=1, predict the reactants needed to synthesize it. The reactants are: [Cl:1][C:2]1[N:3]=[C:4]([N:13]2[CH2:18][CH2:17][O:16][CH2:15][CH2:14]2)[C:5]2[N:11]=[C:10](Cl)[CH:9]=[CH:8][C:6]=2[N:7]=1.[F:19][C:20]1[C:25](B2OC(C)(C)C(C)(C)O2)=[CH:24][CH:23]=[CH:22][C:21]=1[NH:35][S:36]([CH2:39][CH2:40][CH3:41])(=[O:38])=[O:37].C(=O)([O-])[O-].[K+].[K+]. (6) Given the product [Cl:31][C:14]1[CH:13]=[C:12]2[C:17]([CH:18]=[CH:19][N:10]([C@@H:7]([CH2:8][CH3:9])[C:6]([O:5][C:1]([CH3:3])([CH3:2])[CH3:4])=[O:33])[C:11]2=[O:32])=[CH:16][CH:15]=1, predict the reactants needed to synthesize it. The reactants are: [C:1]([O:5][C:6](=[O:33])[CH:7]([N:10]1[CH:19](NC(C(OC(C)(C)C)=O)CC)[CH2:18][C:17]2[C:12](=[CH:13][C:14]([Cl:31])=[CH:15][CH:16]=2)[C:11]1=[O:32])[CH2:8][CH3:9])([CH3:4])([CH3:3])[CH3:2].Cl. (7) Given the product [C:9]([N:28]1[C:32]2[CH2:33][CH2:34][CH:35]([C:37]([O:39][CH3:40])=[O:38])[CH2:36][C:31]=2[N:30]=[CH:29]1)([C:22]1[CH:27]=[CH:26][CH:25]=[CH:24][CH:23]=1)([C:16]1[CH:21]=[CH:20][CH:19]=[CH:18][CH:17]=1)[C:10]1[CH:15]=[CH:14][CH:13]=[CH:12][CH:11]=1, predict the reactants needed to synthesize it. The reactants are: C(N(CC)CC)C.Cl[C:9]([C:22]1[CH:27]=[CH:26][CH:25]=[CH:24][CH:23]=1)([C:16]1[CH:21]=[CH:20][CH:19]=[CH:18][CH:17]=1)[C:10]1[CH:15]=[CH:14][CH:13]=[CH:12][CH:11]=1.[NH:28]1[C:32]2[CH2:33][CH2:34][CH:35]([C:37]([O:39][CH3:40])=[O:38])[CH2:36][C:31]=2[N:30]=[CH:29]1.ClCCl. (8) Given the product [CH:2]([C:4]1[CH:5]=[N:6][C:7]2[C:12]([CH:13]=1)=[C:11]1[CH:14]=[CH:15][CH:16]=[CH:17][C:10]1=[N:9][C:8]=2[NH2:18])([CH3:3])[CH3:1], predict the reactants needed to synthesize it. The reactants are: [CH2:1]=[C:2]([C:4]1[CH:5]=[N:6][C:7]2[C:12]([CH:13]=1)=[C:11]1[CH:14]=[CH:15][CH:16]=[CH:17][C:10]1=[N:9][C:8]=2[NH2:18])[CH3:3].[H][H].